This data is from Forward reaction prediction with 1.9M reactions from USPTO patents (1976-2016). The task is: Predict the product of the given reaction. Given the reactants [CH2:1]([C:8]1[CH:12]=[C:11]([CH:13]2[CH2:18][CH2:17][N:16]([CH2:19][C@@H:20]3[C@@H:24]([C:25]4[CH:30]=[CH:29][CH:28]=[C:27]([F:31])[CH:26]=4)[CH2:23][N:22]([CH2:32][C:33]([CH3:47])([CH3:46])[C:34]([O:36]CC4C=CC(OC)=CC=4)=[O:35])[CH2:21]3)[CH2:15][CH2:14]2)[N:10]([CH2:48][CH3:49])[N:9]=1)[C:2]1[CH:7]=[CH:6][CH:5]=[CH:4][CH:3]=1, predict the reaction product. The product is: [CH2:1]([C:8]1[CH:12]=[C:11]([CH:13]2[CH2:14][CH2:15][N:16]([CH2:19][C@@H:20]3[C@@H:24]([C:25]4[CH:30]=[CH:29][CH:28]=[C:27]([F:31])[CH:26]=4)[CH2:23][N:22]([CH2:32][C:33]([CH3:46])([CH3:47])[C:34]([OH:36])=[O:35])[CH2:21]3)[CH2:17][CH2:18]2)[N:10]([CH2:48][CH3:49])[N:9]=1)[C:2]1[CH:7]=[CH:6][CH:5]=[CH:4][CH:3]=1.